Dataset: Reaction yield outcomes from USPTO patents with 853,638 reactions. Task: Predict the reaction yield, written as a fraction of the theoretical maximum amount of product (1.0 means a 100% yield; for example, 0.34 means a 34% yield). The reactants are Br[C:2]1[CH:3]=[C:4]([N:8]2[C:16]3[C:11](=[CH:12][C:13]([N:17]4[CH:21]=[C:20]([CH3:22])[N:19]=[CH:18]4)=[CH:14][CH:15]=3)[C:10]([C:23]([NH2:25])=[O:24])=[N:9]2)[CH:5]=[CH:6][CH:7]=1.[C:26]([C@:28]1([OH:35])[CH2:32][CH2:31][N:30]([CH3:33])[C:29]1=[O:34])#[CH:27]. No catalyst specified. The product is [OH:35][C@@:28]1([C:26]#[C:27][C:2]2[CH:3]=[C:4]([N:8]3[C:16]4[C:11](=[CH:12][C:13]([N:17]5[CH:21]=[C:20]([CH3:22])[N:19]=[CH:18]5)=[CH:14][CH:15]=4)[C:10]([C:23]([NH2:25])=[O:24])=[N:9]3)[CH:5]=[CH:6][CH:7]=2)[CH2:32][CH2:31][N:30]([CH3:33])[C:29]1=[O:34]. The yield is 0.740.